Dataset: Full USPTO retrosynthesis dataset with 1.9M reactions from patents (1976-2016). Task: Predict the reactants needed to synthesize the given product. (1) The reactants are: [C:1]([O:5][C@@H:6]([C:11]1[C:40]([CH3:41])=[N:39][C:38]2=[CH:42][C:35]3=[N:36][N:37]2[C:12]=1[N:13]1[CH2:50][CH2:49][C:16]([CH3:51])([O:17][CH2:18][CH2:19][CH2:20][CH2:21][C@H:22]([CH3:48])[O:23][C:24]2[CH:25]=[CH:26][C:27]([C:44]([F:47])([F:46])[F:45])=[CH:28][C:29]=2[C:30]2[CH:43]=[C:34]3[CH:33]=[CH:32][CH:31]=2)[CH2:15][CH2:14]1)[C:7]([O:9]C)=[O:8])([CH3:4])([CH3:3])[CH3:2].[OH-].[Na+]. Given the product [C:1]([O:5][C@@H:6]([C:11]1[C:40]([CH3:41])=[N:39][C:38]2=[CH:42][C:35]3=[N:36][N:37]2[C:12]=1[N:13]1[CH2:14][CH2:15][C:16]([CH3:51])([O:17][CH2:18][CH2:19][CH2:20][CH2:21][C@H:22]([CH3:48])[O:23][C:24]2[CH:25]=[CH:26][C:27]([C:44]([F:47])([F:46])[F:45])=[CH:28][C:29]=2[C:30]2[CH:43]=[C:34]3[CH:33]=[CH:32][CH:31]=2)[CH2:49][CH2:50]1)[C:7]([OH:9])=[O:8])([CH3:4])([CH3:2])[CH3:3], predict the reactants needed to synthesize it. (2) Given the product [O:39]=[C:33]1[CH:32]([N:26]2[CH2:25][C:24]3[C:28](=[CH:29][CH:30]=[C:22]([CH2:21][NH:20][C:3](=[O:5])[C:2]([F:1])([F:13])[C:6]4[CH:11]=[CH:10][C:9]([CH3:12])=[CH:8][N:7]=4)[CH:23]=3)[C:27]2=[O:31])[CH2:37][CH2:36][C:35](=[O:38])[NH:34]1, predict the reactants needed to synthesize it. The reactants are: [F:1][C:2]([F:13])([C:6]1[CH:11]=[CH:10][C:9]([CH3:12])=[CH:8][N:7]=1)[C:3]([OH:5])=O.P(Cl)(Cl)(Cl)=O.Cl.[NH2:20][CH2:21][C:22]1[CH:23]=[C:24]2[C:28](=[CH:29][CH:30]=1)[C:27](=[O:31])[N:26]([CH:32]1[CH2:37][CH2:36][C:35](=[O:38])[NH:34][C:33]1=[O:39])[CH2:25]2.C(=O)(O)[O-].[Na+]. (3) Given the product [NH2:1][C:2]1[N:7]=[CH:6][N:5]=[C:4]([NH:8][C@H:9]([C:11]2[N:16]([C:17]3[CH:22]=[CH:21][CH:20]=[CH:19][CH:18]=3)[C:15](=[O:23])[C:14]3=[C:24]([CH3:27])[CH:25]=[CH:26][N:13]3[N:12]=2)[CH3:10])[C:3]=1[C:35]1[CH:34]=[N:33][CH:32]=[C:31]([CH:30]([F:46])[F:29])[CH:36]=1, predict the reactants needed to synthesize it. The reactants are: [NH2:1][C:2]1[N:7]=[CH:6][N:5]=[C:4]([NH:8][C@H:9]([C:11]2[N:16]([C:17]3[CH:22]=[CH:21][CH:20]=[CH:19][CH:18]=3)[C:15](=[O:23])[C:14]3=[C:24]([CH3:27])[CH:25]=[CH:26][N:13]3[N:12]=2)[CH3:10])[C:3]=1Br.[F:29][CH:30]([F:46])[C:31]1[CH:32]=[N:33][CH:34]=[C:35](B2OC(C)(C)C(C)(C)O2)[CH:36]=1.C(=O)([O-])[O-].[Na+].[Na+]. (4) The reactants are: [CH2:1]([C:3]1[C:4]([NH:10][NH:11][C:12](=O)[CH2:13][CH2:14][C:15]2[N:19]([CH3:20])[N:18]=[C:17]([N:21]3[CH2:25][CH2:24][CH2:23][CH2:22]3)[N:16]=2)=[N:5][C:6]([CH3:9])=[N:7][CH:8]=1)[CH3:2].CC[N+](S(N=C(OC)[O-])(=O)=O)(CC)CC.C(=O)(O)[O-].[Na+]. Given the product [CH2:1]([C:3]1[C:4]2[N:5]([C:12]([CH2:13][CH2:14][C:15]3[N:19]([CH3:20])[N:18]=[C:17]([N:21]4[CH2:25][CH2:24][CH2:23][CH2:22]4)[N:16]=3)=[N:11][N:10]=2)[C:6]([CH3:9])=[N:7][CH:8]=1)[CH3:2], predict the reactants needed to synthesize it. (5) Given the product [F:27][C:4]1[CH:3]=[C:2]([C:32]2[CH:33]=[CH:34][C:29]([F:28])=[CH:30][CH:31]=2)[CH:7]=[CH:6][C:5]=1[CH2:8][N:9]1[C:14](=[O:15])[C:13]([C:16]([NH:18][CH2:19][C:20]([OH:22])=[O:21])=[O:17])=[C:12]([OH:23])[C:11]([CH:24]([CH3:26])[CH3:25])=[N:10]1, predict the reactants needed to synthesize it. The reactants are: Br[C:2]1[CH:7]=[CH:6][C:5]([CH2:8][N:9]2[C:14](=[O:15])[C:13]([C:16]([NH:18][CH2:19][C:20]([OH:22])=[O:21])=[O:17])=[C:12]([OH:23])[C:11]([CH:24]([CH3:26])[CH3:25])=[N:10]2)=[C:4]([F:27])[CH:3]=1.[F:28][C:29]1[CH:34]=[CH:33][C:32](B(O)O)=[CH:31][CH:30]=1.C(=O)([O-])[O-].[K+].[K+].Cl. (6) Given the product [C:20]([CH:4]1[C:3](=[O:9])[CH2:2][CH:1]2[CH2:8][CH:5]1[CH2:6][CH2:7]2)([O:22][CH3:23])=[O:21], predict the reactants needed to synthesize it. The reactants are: [CH:1]12[CH2:8][CH:5]([CH2:6][CH2:7]1)[CH2:4][C:3](=[O:9])[CH2:2]2.C([N-]C(C)C)(C)C.[Li+].C([C:20]([O:22][CH3:23])=[O:21])#N. (7) Given the product [CH3:21][C:22]1[C:27]([C:6]2[CH:5]=[CH:4][C:3]([O:2][CH3:1])=[C:11]3[C:7]=2[CH:8]=[CH:9][NH:10]3)=[C:26]([CH3:45])[N:25]=[CH:24][N:23]=1, predict the reactants needed to synthesize it. The reactants are: [CH3:1][O:2][C:3]1[CH:4]=[CH:5][C:6](B2OC(C)(C)C(C)(C)O2)=[C:7]2[C:11]=1[NH:10][CH:9]=[CH:8]2.[CH3:21][C:22]1[C:27](C2C=CC(OC3C4C=COC=4C=CN=3)=CC=2C)=[C:26]([CH3:45])[N:25]=[CH:24][N:23]=1.